The task is: Predict the product of the given reaction.. This data is from Forward reaction prediction with 1.9M reactions from USPTO patents (1976-2016). (1) The product is: [CH:18]([N:21]1[CH2:26][CH2:25][CH:24]([O:1][C:2]2[CH:7]=[CH:6][C:5]([C:8]3([C:14]#[N:15])[CH2:13][CH2:12][O:11][CH2:10][CH2:9]3)=[CH:4][CH:3]=2)[CH2:23][CH2:22]1)([CH3:20])[CH3:19]. Given the reactants [OH:1][C:2]1[CH:7]=[CH:6][C:5]([C:8]2([C:14]#[N:15])[CH2:13][CH2:12][O:11][CH2:10][CH2:9]2)=[CH:4][CH:3]=1.[H-].[Na+].[CH:18]([N:21]1[CH2:26][CH2:25][CH:24](OS(C)(=O)=O)[CH2:23][CH2:22]1)([CH3:20])[CH3:19], predict the reaction product. (2) Given the reactants [C:1]1([CH2:7][C:8](Cl)=[O:9])[CH:6]=[CH:5][CH:4]=[CH:3][CH:2]=1.[CH3:11][O:12][C:13]1[CH:14]=[C:15]([C:19]2([OH:25])[CH2:24][CH2:23][CH2:22][NH:21][CH2:20]2)[CH:16]=[CH:17][CH:18]=1, predict the reaction product. The product is: [OH:25][C:19]1([C:15]2[CH:16]=[CH:17][CH:18]=[C:13]([O:12][CH3:11])[CH:14]=2)[CH2:24][CH2:23][CH2:22][N:21]([C:8](=[O:9])[CH2:7][C:1]2[CH:6]=[CH:5][CH:4]=[CH:3][CH:2]=2)[CH2:20]1. (3) Given the reactants [CH3:1][N:2]([CH3:32])[CH:3]1[CH2:7][CH2:6][N:5]([C:8]2[CH:13]=[CH:12][C:11]([NH:14][C:15]([N:17]3[CH2:22][CH:21]=[C:20](B4OC(C)(C)C(C)(C)O4)[CH2:19][CH2:18]3)=[O:16])=[CH:10][CH:9]=2)[CH2:4]1.Br[C:34]1[CH:41]=[CH:40][CH:39]=[CH:38][C:35]=1[C:36]#[N:37], predict the reaction product. The product is: [CH3:1][N:2]([CH3:32])[CH:3]1[CH2:7][CH2:6][N:5]([C:8]2[CH:13]=[CH:12][C:11]([NH:14][C:15]([N:17]3[CH2:22][CH:21]=[C:20]([C:34]4[CH:41]=[CH:40][CH:39]=[CH:38][C:35]=4[C:36]#[N:37])[CH2:19][CH2:18]3)=[O:16])=[CH:10][CH:9]=2)[CH2:4]1. (4) Given the reactants [NH2:1][C:2]1[CH:15]=[CH:14][C:5]([C:6]([NH:8][CH2:9][CH2:10][CH:11]([CH3:13])[CH3:12])=[O:7])=[CH:4][CH:3]=1.[CH2:31]1[C:32](=O)[N:27](OC(O[N:27]2[C:32](=O)[CH2:31][CH2:30][C:28]2=[O:29])=O)[C:28](=[O:29])[CH2:30]1.N1C=CC=CC=1.C(N(C(C)C)CC)(C)C.[N:49]1[CH:50]=[CH:51][N:52]2[CH:57]=C(N)C=C[C:53]=12, predict the reaction product. The product is: [N:49]1[CH:50]=[CH:51][N:52]2[CH:57]=[C:32]([NH:27][C:28]([NH:1][C:2]3[CH:3]=[CH:4][C:5]([C:6]([NH:8][CH2:9][CH2:10][CH:11]([CH3:12])[CH3:13])=[O:7])=[CH:14][CH:15]=3)=[O:29])[CH:31]=[CH:30][C:53]=12. (5) Given the reactants Cl.[Cl:2][C:3]1[CH:4]=[C:5]([NH:18][C:19]2[C:20]3[NH:27][CH:26]=[CH:25][C:21]=3[N:22]=[CH:23][N:24]=2)[CH:6]=[CH:7][C:8]=1[O:9][CH2:10][C:11]1[CH:16]=[CH:15][CH:14]=[C:13]([F:17])[CH:12]=1.C(=O)([O-])[O-].[K+].[K+].[CH3:34][O:35][C:36]1[CH:37]=[C:38]([CH:42]=[CH:43][C:44]=1[O:45][CH3:46])[C:39](Cl)=[O:40], predict the reaction product. The product is: [Cl:2][C:3]1[CH:4]=[C:5]([NH:18][C:19]2[C:20]3[N:27]([C:39](=[O:40])[C:38]4[CH:42]=[CH:43][C:44]([O:45][CH3:46])=[C:36]([O:35][CH3:34])[CH:37]=4)[CH:26]=[CH:25][C:21]=3[N:22]=[CH:23][N:24]=2)[CH:6]=[CH:7][C:8]=1[O:9][CH2:10][C:11]1[CH:16]=[CH:15][CH:14]=[C:13]([F:17])[CH:12]=1. (6) Given the reactants C[Si](C)(C)CCOC[N:7]1[CH:11]=[C:10]([C:12]2[CH:13]=[CH:14][C:15]3[N:16]([C:18]([S:21][C:22]4[CH:23]=[C:24]5[C:29](=[CH:30][CH:31]=4)[N:28]=[CH:27][CH:26]=[CH:25]5)=[N:19][N:20]=3)[N:17]=2)[CH:9]=[N:8]1.FC(F)(F)C(O)=O.C(N)CN, predict the reaction product. The product is: [NH:7]1[CH:11]=[C:10]([C:12]2[CH:13]=[CH:14][C:15]3[N:16]([C:18]([S:21][C:22]4[CH:23]=[C:24]5[C:29](=[CH:30][CH:31]=4)[N:28]=[CH:27][CH:26]=[CH:25]5)=[N:19][N:20]=3)[N:17]=2)[CH:9]=[N:8]1.